From a dataset of Peptide-MHC class I binding affinity with 185,985 pairs from IEDB/IMGT. Regression. Given a peptide amino acid sequence and an MHC pseudo amino acid sequence, predict their binding affinity value. This is MHC class I binding data. The peptide sequence is SSRLKRLPPE. The MHC is HLA-B53:01 with pseudo-sequence HLA-B53:01. The binding affinity (normalized) is 0.